Dataset: Catalyst prediction with 721,799 reactions and 888 catalyst types from USPTO. Task: Predict which catalyst facilitates the given reaction. (1) Reactant: [F:1][C:2]1[CH:7]=[C:6]([F:8])[CH:5]=[CH:4][C:3]=1[CH2:9][CH:10]([CH3:13])[CH2:11][OH:12].[C:14]([O:18][C:19]([N:21]1[C:29]2[C:24](=[CH:25][C:26](O)=[CH:27][CH:28]=2)[CH2:23][CH2:22]1)=[O:20])([CH3:17])([CH3:16])[CH3:15].C1(P(C2C=CC=CC=2)C2C=CC=CC=2)C=CC=CC=1.CC(OC(/N=N/C(OC(C)C)=O)=O)C. The catalyst class is: 1. Product: [C:14]([O:18][C:19]([N:21]1[C:29]2[C:24](=[CH:25][C:26]([O:12][CH2:11][CH:10]([CH3:13])[CH2:9][C:3]3[CH:4]=[CH:5][C:6]([F:8])=[CH:7][C:2]=3[F:1])=[CH:27][CH:28]=2)[CH2:23][CH2:22]1)=[O:20])([CH3:17])([CH3:15])[CH3:16]. (2) Reactant: [Br:1][C:2]1[N:3]=[C:4]([C:9]2[O:10][C:11]([C:14]3[CH:19]=[CH:18][C:17]([CH2:20]Br)=[CH:16][CH:15]=3)=[N:12][N:13]=2)[C:5]([NH2:8])=[N:6][CH:7]=1.C([O-])([O-])=O.[Na+].[Na+].[CH3:28][NH2:29]. Product: [Br:1][C:2]1[N:3]=[C:4]([C:9]2[O:10][C:11]([C:14]3[CH:19]=[CH:18][C:17]([CH2:20][NH:29][CH3:28])=[CH:16][CH:15]=3)=[N:12][N:13]=2)[C:5]([NH2:8])=[N:6][CH:7]=1. The catalyst class is: 30.